Dataset: Reaction yield outcomes from USPTO patents with 853,638 reactions. Task: Predict the reaction yield, written as a fraction of the theoretical maximum amount of product (1.0 means a 100% yield; for example, 0.34 means a 34% yield). The reactants are Br[C:2]1[CH:3]=[C:4]([C:10]#[C:11][Si:12]([CH3:15])([CH3:14])[CH3:13])[C:5](=[O:9])[N:6]([CH3:8])[CH:7]=1.[CH3:16][C:17]1([CH3:33])[C:21]([CH3:23])([CH3:22])[O:20][B:19]([B:19]2[O:20][C:21]([CH3:23])([CH3:22])[C:17]([CH3:33])([CH3:16])[O:18]2)[O:18]1.CC(C1C=C(C(C)C)C(C2C=CC=CC=2P(C2CCCCC2)C2CCCCC2)=C(C(C)C)C=1)C.CC([O-])=O.[K+]. The catalyst is O1CCOCC1.C1C=CC(/C=C/C(/C=C/C2C=CC=CC=2)=O)=CC=1.C1C=CC(/C=C/C(/C=C/C2C=CC=CC=2)=O)=CC=1.C1C=CC(/C=C/C(/C=C/C2C=CC=CC=2)=O)=CC=1.[Pd].[Pd]. The product is [CH3:8][N:6]1[CH:7]=[C:2]([B:19]2[O:20][C:21]([CH3:23])([CH3:22])[C:17]([CH3:33])([CH3:16])[O:18]2)[CH:3]=[C:4]([C:10]#[C:11][Si:12]([CH3:15])([CH3:14])[CH3:13])[C:5]1=[O:9]. The yield is 0.330.